Dataset: Catalyst prediction with 721,799 reactions and 888 catalyst types from USPTO. Task: Predict which catalyst facilitates the given reaction. (1) Reactant: [CH2:1]([N:8]([CH3:26])[C:9]1[CH:10]=[C:11]([NH:19][CH:20]2[CH2:25][CH2:24][NH:23][CH2:22][CH2:21]2)[C:12]2[N:13]([C:15]([CH3:18])=[N:16][N:17]=2)[N:14]=1)[C:2]1[CH:7]=[CH:6][CH:5]=[CH:4][CH:3]=1.[CH3:27][O:28][CH2:29][CH2:30]Br.CCN(C(C)C)C(C)C. Product: [CH2:1]([N:8]([CH3:26])[C:9]1[CH:10]=[C:11]([NH:19][CH:20]2[CH2:25][CH2:24][N:23]([CH2:30][CH2:29][O:28][CH3:27])[CH2:22][CH2:21]2)[C:12]2[N:13]([C:15]([CH3:18])=[N:16][N:17]=2)[N:14]=1)[C:2]1[CH:7]=[CH:6][CH:5]=[CH:4][CH:3]=1. The catalyst class is: 44. (2) Reactant: [F:1][C:2]1[CH:34]=[CH:33][CH:32]=[C:31]([F:35])[C:3]=1[CH2:4][O:5][C:6]1[N:11]2[N:12]=[C:13]([CH3:29])[C:14]([C:15]([NH:17][CH2:18][C@H:19]3[CH2:24][CH2:23][C@H:22]([C:25]([O:27]C)=[O:26])[CH2:21][CH2:20]3)=[O:16])=[C:10]2[CH:9]=[C:8]([CH3:30])[CH:7]=1.[OH-].[Li+].Cl. Product: [F:1][C:2]1[CH:34]=[CH:33][CH:32]=[C:31]([F:35])[C:3]=1[CH2:4][O:5][C:6]1[N:11]2[N:12]=[C:13]([CH3:29])[C:14]([C:15]([NH:17][CH2:18][C@H:19]3[CH2:20][CH2:21][C@H:22]([C:25]([OH:27])=[O:26])[CH2:23][CH2:24]3)=[O:16])=[C:10]2[CH:9]=[C:8]([CH3:30])[CH:7]=1. The catalyst class is: 36. (3) Reactant: CC(OI1(OC(C)=O)(OC(C)=O)OC(=O)C2C=CC=CC1=2)=O.[OH:23][C@@H:24]1[C@H:28]2[N:29]([C:32](=[O:56])[C@@H:33]([NH:38][C:39](=[O:55])[C:40]3[CH:45]=[CH:44][C:43]([N:46]4[CH2:51][CH2:50][N:49]([CH2:52][CH2:53][CH3:54])[CH2:48][CH2:47]4)=[CH:42][CH:41]=3)[CH2:34][CH:35]([CH3:37])[CH3:36])[CH2:30][CH2:31][C@H:27]2[O:26][CH2:25]1. Product: [CH3:37][CH:35]([CH3:36])[CH2:34][C@H:33]([NH:38][C:39](=[O:55])[C:40]1[CH:45]=[CH:44][C:43]([N:46]2[CH2:51][CH2:50][N:49]([CH2:52][CH2:53][CH3:54])[CH2:48][CH2:47]2)=[CH:42][CH:41]=1)[C:32](=[O:56])[N:29]1[CH2:30][CH2:31][C@H:27]2[O:26][CH2:25][C:24](=[O:23])[C@@H:28]12. The catalyst class is: 4. (4) Reactant: [CH2:1]([NH:3][C:4]([C:6]1[CH:11]=[CH:10][C:9]([C:12]2[CH:13]=[C:14]3[C:20]([CH:21]([C:23]4[C:28]([F:29])=[CH:27][CH:26]=[C:25]([NH:30][S:31]([CH2:34][CH2:35][CH3:36])(=[O:33])=[O:32])[C:24]=4[F:37])[OH:22])=[CH:19][NH:18][C:15]3=[N:16][CH:17]=2)=[CH:8][N:7]=1)=[O:5])[CH3:2].CC(OI1(OC(C)=O)(OC(C)=O)OC(=O)C2C=CC=CC1=2)=O.CN(C)C=O. Product: [CH2:1]([NH:3][C:4]([C:6]1[CH:11]=[CH:10][C:9]([C:12]2[CH:13]=[C:14]3[C:20]([C:21](=[O:22])[C:23]4[C:28]([F:29])=[CH:27][CH:26]=[C:25]([NH:30][S:31]([CH2:34][CH2:35][CH3:36])(=[O:33])=[O:32])[C:24]=4[F:37])=[CH:19][NH:18][C:15]3=[N:16][CH:17]=2)=[CH:8][N:7]=1)=[O:5])[CH3:2]. The catalyst class is: 7. (5) Reactant: [Br:1][C:2]1[CH:18]=[CH:17][C:5]([CH2:6][O:7][CH2:8][C:9]2[O:13][N:12]=[C:11]([C:14]([OH:16])=O)[CH:10]=2)=[CH:4][CH:3]=1.C(N(CC)CC)C.Cl.C(N=C=NCCCN(C)C)C.ON1C2C=CC=CC=2N=N1.[O:48]1[CH2:53][CH2:52][CH:51]([CH2:54][NH2:55])[CH2:50][CH2:49]1. Product: [O:48]1[CH2:53][CH2:52][CH:51]([CH2:54][NH:55][C:14]([C:11]2[CH:10]=[C:9]([CH2:8][O:7][CH2:6][C:5]3[CH:4]=[CH:3][C:2]([Br:1])=[CH:18][CH:17]=3)[O:13][N:12]=2)=[O:16])[CH2:50][CH2:49]1. The catalyst class is: 408. (6) Reactant: [C:1]([O:5][C:6]([N:8]1[CH2:13][CH2:12][N:11]([C:14]2[C:18](Cl)=[N:17][S:16][N:15]=2)[CH2:10][CH2:9]1)=[O:7])([CH3:4])([CH3:3])[CH3:2].[N:20]1[CH:25]=[CH:24][C:23]([CH2:26][OH:27])=[CH:22][CH:21]=1.C(C(CCC)[O-])(C)(C)C.[K+].C(O)(C)(C)C. Product: [C:1]([O:5][C:6]([N:8]1[CH2:13][CH2:12][N:11]([C:14]2[C:18]([O:27][CH2:26][C:23]3[CH:24]=[CH:25][N:20]=[CH:21][CH:22]=3)=[N:17][S:16][N:15]=2)[CH2:10][CH2:9]1)=[O:7])([CH3:4])([CH3:3])[CH3:2]. The catalyst class is: 25. (7) Product: [OH:1][CH2:2][C:3]1[CH:4]=[CH:5][C:6]2[O:11][C:10]([CH3:13])([CH3:12])[C:9](=[O:14])[N:8]([CH2:17][CH2:18][CH2:19][O:20][CH3:21])[C:7]=2[CH:15]=1. The catalyst class is: 10. Reactant: [OH:1][CH2:2][C:3]1[CH:4]=[CH:5][C:6]2[O:11][C:10]([CH3:13])([CH3:12])[C:9](=[O:14])[NH:8][C:7]=2[CH:15]=1.Cl[CH2:17][CH2:18][CH2:19][O:20][CH3:21].[F-].[K+].[I-].[K+]. (8) Reactant: [CH2:1]([N:3]([CH2:6][C:7]1[CH:8]=[C:9]([NH:13][C:14]2[CH:19]=[CH:18][N:17]3[N:20]=[CH:21][C:22]([CH:23]=O)=[C:16]3[N:15]=2)[CH:10]=[CH:11][CH:12]=1)[CH2:4][CH3:5])[CH3:2].[NH:25]1[CH2:31][C:29](=[O:30])[NH:28][C:26]1=[O:27].N1CCCCC1. Product: [CH2:1]([N:3]([CH2:6][C:7]1[CH:8]=[C:9]([NH:13][C:14]2[CH:19]=[CH:18][N:17]3[N:20]=[CH:21][C:22]([CH:23]=[C:31]4[NH:25][C:26](=[O:27])[NH:28][C:29]4=[O:30])=[C:16]3[N:15]=2)[CH:10]=[CH:11][CH:12]=1)[CH2:4][CH3:5])[CH3:2]. The catalyst class is: 14.